From a dataset of Full USPTO retrosynthesis dataset with 1.9M reactions from patents (1976-2016). Predict the reactants needed to synthesize the given product. (1) The reactants are: [CH3:1][C:2]([O:5][C:6]([N:8]1[CH2:14][C:13]2[CH:15]=[C:16](B(O)O)[CH:17]=[CH:18][C:12]=2[O:11][CH2:10][CH2:9]1)=[O:7])([CH3:4])[CH3:3].Br[C:23]1[CH:24]=[CH:25][C:26]([CH:29]=[O:30])=[N:27][CH:28]=1.C(=O)([O-])[O-].[Cs+].[Cs+]. Given the product [CH:29]([C:26]1[N:27]=[CH:28][C:23]([C:16]2[CH:17]=[CH:18][C:12]3[O:11][CH2:10][CH2:9][N:8]([C:6]([O:5][C:2]([CH3:4])([CH3:3])[CH3:1])=[O:7])[CH2:14][C:13]=3[CH:15]=2)=[CH:24][CH:25]=1)=[O:30], predict the reactants needed to synthesize it. (2) Given the product [Br:8][C:6]1[CH:7]=[C:2]([N:9]2[CH2:13][CH2:12][C@H:11]3[CH2:14][N:15]([C:17]([O:19][C:20]([CH3:23])([CH3:22])[CH3:21])=[O:18])[CH2:16][C@@H:10]23)[CH:3]=[N:4][CH:5]=1, predict the reactants needed to synthesize it. The reactants are: Br[C:2]1[CH:3]=[N:4][CH:5]=[C:6]([Br:8])[CH:7]=1.[NH:9]1[CH2:13][CH2:12][C@H:11]2[CH2:14][N:15]([C:17]([O:19][C:20]([CH3:23])([CH3:22])[CH3:21])=[O:18])[CH2:16][C@@H:10]12. (3) Given the product [Br:1][C:2]1[CH:7]=[C:6]([C@@H:8]([NH:10][S:11]([C:13]([CH3:14])([CH3:16])[CH3:15])=[O:12])[CH3:9])[CH:5]=[CH:4][N:3]=1, predict the reactants needed to synthesize it. The reactants are: [Br:1][C:2]1[CH:7]=[C:6](/[C:8](=[N:10]/[S:11]([C:13]([CH3:16])([CH3:15])[CH3:14])=[O:12])/[CH3:9])[CH:5]=[CH:4][N:3]=1.CCC(C)[BH-](C(C)CC)C(C)CC.[Li+]. (4) Given the product [Br:1][C:2]1[CH:3]=[C:4]([NH:9][S:16]([C:10]2[CH:15]=[CH:14][CH:13]=[CH:12][CH:11]=2)(=[O:18])=[O:17])[C:5]([Cl:8])=[N:6][CH:7]=1, predict the reactants needed to synthesize it. The reactants are: [Br:1][C:2]1[CH:3]=[C:4]([NH2:9])[C:5]([Cl:8])=[N:6][CH:7]=1.[C:10]1([S:16](Cl)(=[O:18])=[O:17])[CH:15]=[CH:14][CH:13]=[CH:12][CH:11]=1.N1C=CC=CC=1. (5) Given the product [C:13]([C:12]1[CH:46]=[CH:45][C:42]([O:47][CH2:21][CH2:22][CH2:23][CH2:24][CH2:25][CH2:26][O:27][C:28]2[CH:41]=[CH:40][C:31]([C:32](=[O:33])[C:34]3[CH:39]=[CH:38][CH:37]=[CH:36][CH:35]=3)=[CH:30][CH:29]=2)=[CH:44][CH:11]=1)(=[O:2])[C:14]1[CH:15]=[CH:16][CH:17]=[CH:18][CH:19]=1, predict the reactants needed to synthesize it. The reactants are: C([O-])([O-])=[O:2].[K+].[K+].BrCCC[CH2:11][CH2:12][CH2:13][CH2:14][CH2:15][CH2:16][CH2:17][CH2:18][CH3:19].Br[CH2:21][CH2:22][CH2:23][CH2:24][CH2:25][CH2:26][O:27][C:28]1[CH:41]=[CH:40][C:31]([C:32]([C:34]2[CH:39]=[CH:38][CH:37]=[CH:36][CH:35]=2)=[O:33])=[CH:30][CH:29]=1.[C:42]([OH:47])([CH2:45][CH3:46])([CH3:44])C. (6) Given the product [CH2:1]([C:14]1[CH:22]=[CH:21][C:17]([C:18]([OH:20])=[O:19])=[CH:16][CH:15]=1)[C:2]1[CH:7]=[CH:6][CH:5]=[CH:4][CH:3]=1, predict the reactants needed to synthesize it. The reactants are: [CH2:1]([B-](F)(F)F)[C:2]1[CH:7]=[CH:6][CH:5]=[CH:4][CH:3]=1.[K+].Br[C:14]1[CH:22]=[CH:21][C:17]([C:18]([OH:20])=[O:19])=[CH:16][CH:15]=1.C(=O)([O-])[O-].[Cs+].[Cs+].